This data is from Reaction yield outcomes from USPTO patents with 853,638 reactions. The task is: Predict the reaction yield, written as a fraction of the theoretical maximum amount of product (1.0 means a 100% yield; for example, 0.34 means a 34% yield). (1) The reactants are [CH3:1][O:2][C:3]([C:5]1[N:6]=[CH:7][O:8][C:9]=1[C:10]1[CH:11]=[N:12][C:13](Cl)=[CH:14][CH:15]=1)=[O:4].[NH:17]1[CH2:22][CH2:21][CH2:20][CH2:19][CH2:18]1. The catalyst is ClCCl. The product is [CH3:1][O:2][C:3]([C:5]1[N:6]=[CH:7][O:8][C:9]=1[C:10]1[CH:15]=[CH:14][C:13]([N:17]2[CH2:22][CH2:21][CH2:20][CH2:19][CH2:18]2)=[N:12][CH:11]=1)=[O:4]. The yield is 1.00. (2) The reactants are [Cl:1][C:2]1[CH:10]=[C:9]2[C:5](/[C:6](=[C:12](\[C:15]3[CH:20]=[CH:19][CH:18]=[C:17]([Cl:21])[CH:16]=3)/[C:13]#[N:14])/[C:7](=[O:11])[NH:8]2)=[CH:4][CH:3]=1.[C:22]([O:26][C:27](O[C:27]([O:26][C:22]([CH3:25])([CH3:24])[CH3:23])=[O:28])=[O:28])([CH3:25])([CH3:24])[CH3:23].C(N(CC)CC)C. The catalyst is CN(C)C1C=CN=CC=1.ClCCl. The product is [C:22]([O:26][C:27]([N:8]1[C:9]2[C:5](=[CH:4][CH:3]=[C:2]([Cl:1])[CH:10]=2)/[C:6](=[C:12](\[C:15]2[CH:20]=[CH:19][CH:18]=[C:17]([Cl:21])[CH:16]=2)/[C:13]#[N:14])/[C:7]1=[O:11])=[O:28])([CH3:25])([CH3:24])[CH3:23]. The yield is 0.560. (3) The reactants are FC(F)(F)C(O)=O.[NH2:8][CH2:9][C:10]1[N:15]=[C:14]([C:16]2[S:17][C:18]3[CH:26]=[CH:25][CH:24]=[CH:23][C:19]=3[C:20](=[O:22])[N:21]=2)[CH:13]=[CH:12][CH:11]=1.[CH3:27][S:28](Cl)(=[O:30])=[O:29].C(=O)([O-])O.[Na+]. The catalyst is C(OCC)(=O)C.O. The product is [O:22]=[C:20]1[C:19]2[CH:23]=[CH:24][CH:25]=[CH:26][C:18]=2[S:17][C:16]([C:14]2[N:15]=[C:10]([CH2:9][NH:8][S:28]([CH3:27])(=[O:30])=[O:29])[CH:11]=[CH:12][CH:13]=2)=[N:21]1. The yield is 0.210.